Dataset: Full USPTO retrosynthesis dataset with 1.9M reactions from patents (1976-2016). Task: Predict the reactants needed to synthesize the given product. (1) Given the product [CH3:1][O:2][C:3]1[CH:4]=[C:5]([OH:10])[CH:6]=[CH:7][CH:8]=1, predict the reactants needed to synthesize it. The reactants are: [CH3:1][O:2][C:3]1[CH:4]=[C:5](Br)[CH:6]=[CH:7][CH:8]=1.[OH-:10].[Cs+]. (2) The reactants are: [CH:1]1[C:9]2[C:8]3[CH:10]=[CH:11][CH:12]=[CH:13][C:7]=3[S:6][C:5]=2[C:4]([C:14]2[CH:19]=[C:18]([CH3:20])[CH:17]=[C:16]([C:21]3[C:26]4[S:27][C:28]5[CH:33]=[CH:32][CH:31]=[CH:30][C:29]=5[C:25]=4[CH:24]=[CH:23][CH:22]=3)[C:15]=2[OH:34])=[CH:3][CH:2]=1.C(Cl)Cl.C(N(CC)CC)C.[C:45](Cl)(=[O:48])[CH:46]=[CH2:47]. Given the product [C:45]([O:34][C:15]1[C:16]([C:21]2[C:26]3[S:27][C:28]4[CH:33]=[CH:32][CH:31]=[CH:30][C:29]=4[C:25]=3[CH:24]=[CH:23][CH:22]=2)=[CH:17][C:18]([CH3:20])=[CH:19][C:14]=1[C:4]1[C:5]2[S:6][C:7]3[CH:13]=[CH:12][CH:11]=[CH:10][C:8]=3[C:9]=2[CH:1]=[CH:2][CH:3]=1)(=[O:48])[CH:46]=[CH2:47], predict the reactants needed to synthesize it. (3) The reactants are: Br[C:2]1[C:10]2[N:9]3[CH2:11][CH2:12][NH:13][C:14](=[O:15])[C:8]3=[C:7]([CH3:16])[C:6]=2[CH:5]=[C:4]([Cl:17])[CH:3]=1.[C:18]([C:20]1[CH:25]=[CH:24][C:23](B(O)O)=[CH:22][CH:21]=1)#[N:19]. Given the product [Cl:17][C:4]1[CH:3]=[C:2]([C:23]2[CH:24]=[CH:25][C:20]([C:18]#[N:19])=[CH:21][CH:22]=2)[C:10]2[N:9]3[CH2:11][CH2:12][NH:13][C:14](=[O:15])[C:8]3=[C:7]([CH3:16])[C:6]=2[CH:5]=1, predict the reactants needed to synthesize it. (4) Given the product [Cl:12][CH2:13][C:14]1[N:9]=[C:7]([C:6]2[CH:10]=[CH:11][C:3]([O:2][CH3:1])=[CH:4][CH:5]=2)[O:8][CH:16]=1, predict the reactants needed to synthesize it. The reactants are: [CH3:1][O:2][C:3]1[CH:11]=[CH:10][C:6]([C:7]([NH2:9])=[O:8])=[CH:5][CH:4]=1.[Cl:12][CH2:13][C:14]([CH2:16]Cl)=O.